From a dataset of Forward reaction prediction with 1.9M reactions from USPTO patents (1976-2016). Predict the product of the given reaction. (1) Given the reactants [ClH:1].[Br:2][C:3]1[CH:4]=[C:5]2[C:10](=[C:11]([N+:13]([O-:15])=[O:14])[CH:12]=1)[NH:9][C:8](=[O:16])[CH:7]([NH:17]C(=O)C)[CH2:6]2, predict the reaction product. The product is: [ClH:1].[CH2:8]([OH:16])[CH3:7].[ClH:1].[NH2:17][CH:7]1[CH2:6][C:5]2[C:10](=[C:11]([N+:13]([O-:15])=[O:14])[CH:12]=[C:3]([Br:2])[CH:4]=2)[NH:9][C:8]1=[O:16]. (2) Given the reactants [OH:1][C:2]1[CH:7]=[CH:6][CH:5]=[CH:4][C:3]=1[CH:8]1[N:12]([C:13]([C:15]2[S:19][C:18]([C:20]3[CH:27]=[CH:26][C:23]([CH:24]=O)=[CH:22][CH:21]=3)=[CH:17][CH:16]=2)=[O:14])[N:11]=[C:10]([C:28]2[CH:29]=[N:30][CH:31]=[CH:32][CH:33]=2)[CH2:9]1.[NH:34]1[CH2:38][CH2:37][CH2:36][CH2:35]1.C(O[BH-](OC(=O)C)OC(=O)C)(=O)C.[Na+], predict the reaction product. The product is: [N:30]1[CH:31]=[CH:32][CH:33]=[C:28]([C:10]2[CH2:9][CH:8]([C:3]3[CH:4]=[CH:5][CH:6]=[CH:7][C:2]=3[OH:1])[N:12]([C:13]([C:15]3[S:19][C:18]([C:20]4[CH:27]=[CH:26][C:23]([CH2:24][N:34]5[CH2:38][CH2:37][CH2:36][CH2:35]5)=[CH:22][CH:21]=4)=[CH:17][CH:16]=3)=[O:14])[N:11]=2)[CH:29]=1.